Dataset: Experimentally validated miRNA-target interactions with 360,000+ pairs, plus equal number of negative samples. Task: Binary Classification. Given a miRNA mature sequence and a target amino acid sequence, predict their likelihood of interaction. (1) The miRNA is bta-miR-221 with sequence AGCUACAUUGUCUGCUGGGUUU. The protein sequence of the target gene is MSLQFSNGSRHVCLRSGAGSVRPLNGGAGFAGSSACGGSVAGSEFSCALGGGLGSVPGGSHAGGALGNAACIGFAGSEGGLLSGNEKVTMQNLNDRLASYLDNVRALEEANAELERKIKGWYEKYGPGSCRGLDHDYSRYHLTIEDLKNKIISSTTTNANVILQIDNARLAADDFRLKYENELTLHQNVEADINGLRRVLDELTLCRTDQELQYESLSEEMTYLKKNHEEEMKALQCAAGGNVNVEMNAAPGVDLAVLLNNMRAEYEALAEQNRKDAEAWFNEKSASLQQQISHDSGAAT.... Result: 0 (no interaction). (2) The miRNA is hsa-miR-4506 with sequence AAAUGGGUGGUCUGAGGCAA. The protein sequence of the target gene is MKGFIDDANYSVGLLDEGTNLGNVIDNYVYEHTLTGKNAFFVGDLGKIVKKHSQWQTVVAQIKPFYTVKCNSTPAVLEILAALGTGFACSSKNEMALVQELGVSPENIIFTSPCKQVSQIKYAAKVGVNIMTCDNEIELKKIARNHPNAKVLLHIATEDNIGGEDGNMKFGTTLKNCRHLLECAKELDVQIIGVKFHVSSACKEYQVYVHALSDARCVFDMAGEFGFTMNMLDIGGGFTGTEIQLEEVNHVISPLLDIYFPEGSGIQIISEPGSYYVSSAFTLAVNIIAKKVVENDKFSS.... Result: 0 (no interaction). (3) The miRNA is mmu-miR-3090-3p with sequence UCCCAGGUGACACCCUGACUCA. The protein sequence of the target gene is MAPLPGAELVQTPLQLYRYLLRCCRQLPTKGIQEHYKHAVRQSFQVHSDEDNSERIQQIIKRAIEDADWIMNKYRKQN. Result: 1 (interaction). (4) The miRNA is mmu-miR-99a-5p with sequence AACCCGUAGAUCCGAUCUUGUG. The protein sequence of the target gene is MKLRGVSLAAGLFLLALSLWGQPAEAAACYGCSPGSKCDCSGIKGEKGERGFPGLEGHPGLPGFPGPEGPPGPRGQKGDDGIPGPPGPKGIRGPPGLPGFPGTPGLPGMPGHDGAPGPQGIPGCNGTKGERGFPGSPGFPGLQGPPGPPGIPGMKGEPGSIIMSSLPGPKGNPGYPGPPGIQGLPGPTGIPGPIGPPGPPGLMGPPGPPGLPGPKGNMGLNFQGPKGEKGEQGLQGPPGPPGQISEQKRPIDVEFQKGDQGLPGDRGPPGPPGIRGPPGPPGGEKGEKGEQGEPGKRGKP.... Result: 0 (no interaction). (5) The miRNA is hsa-miR-3915 with sequence UUGAGGAAAAGAUGGUCUUAUU. The protein sequence of the target gene is MASCSFSGHQALRRLRASAAAAASAALAAVATTPLLSSGTRTALIGTGSSCPGAMWLSTATGSRSDSESEEEDLPVGDEVCKRGYLRKQKHGHRRYFVLKLETADAPARLEYYRNARKFRHSVRAAAAAAEAAASGAAVPALIPPRRVIILYQCFSVSQRADARYRHLIALFTQDEYFAMVAENESEQESWYLLLSRLILESKRRRCGTLGALPDGEPAALAAAAAAEPPFYKDVWQVVVKPRGLGHRKELSGVFRLCLTDEEVVFVRLNTEVASVVVQLLSIRRCGHSEQYFFLEVGRS.... Result: 0 (no interaction).